Task: Predict the reactants needed to synthesize the given product.. Dataset: Full USPTO retrosynthesis dataset with 1.9M reactions from patents (1976-2016) (1) Given the product [C:6]([O:10][C:11](=[O:20])[NH:12][C:13]1[CH:14]=[N:15][C:16]([Cl:19])=[CH:17][C:18]=1[I:29])([CH3:9])([CH3:7])[CH3:8], predict the reactants needed to synthesize it. The reactants are: [Li]CCCC.[C:6]([O:10][C:11](=[O:20])[NH:12][C:13]1[CH:14]=[N:15][C:16]([Cl:19])=[CH:17][CH:18]=1)([CH3:9])([CH3:8])[CH3:7].CN(CCN(C)C)C.[I:29]I. (2) Given the product [Cl:1][C:2]1[C:3]([C:39]2[S:43][C:42]([C:44]3([OH:48])[CH2:45][CH2:46][CH2:47]3)=[N:41][CH:40]=2)=[C:4]2[CH:10]=[C:9]([C:11]3[CH:12]=[N:13][N:14]([CH:16]4[CH2:21][CH2:20][NH:19][CH2:18][CH2:17]4)[CH:15]=3)[N:8]([S:29]([C:32]3[CH:33]=[CH:34][C:35]([CH3:36])=[CH:37][CH:38]=3)(=[O:31])=[O:30])[C:5]2=[N:6][CH:7]=1, predict the reactants needed to synthesize it. The reactants are: [Cl:1][C:2]1[C:3]([C:39]2[S:43][C:42]([C:44]3([OH:48])[CH2:47][CH2:46][CH2:45]3)=[N:41][CH:40]=2)=[C:4]2[CH:10]=[C:9]([C:11]3[CH:12]=[N:13][N:14]([CH:16]4[CH2:21][CH2:20][N:19](C(OC(C)(C)C)=O)[CH2:18][CH2:17]4)[CH:15]=3)[N:8]([S:29]([C:32]3[CH:38]=[CH:37][C:35]([CH3:36])=[CH:34][CH:33]=3)(=[O:31])=[O:30])[C:5]2=[N:6][CH:7]=1.FC(F)(F)C(O)=O. (3) Given the product [CH3:15][C:13]1[CH:14]=[C:9]([C:8]2[NH:7][C:6]3[S:17][C:18]([C:20]([CH3:21])([C:22]4[O:23][C:24]([C:27]5[CH:28]=[CH:29][CH:30]=[CH:31][CH:32]=5)=[N:25][N:26]=4)[CH3:33])=[CH:19][C:5]=3[C:4]=2[CH2:3][CH2:2][N:49]2[CH2:48][CH2:47][N:46]([CH2:45][C:44](=[O:43])[N:52]3[CH2:53][CH2:54][CH2:55][CH2:56]3)[CH2:51][CH2:50]2)[CH:10]=[C:11]([CH3:16])[CH:12]=1, predict the reactants needed to synthesize it. The reactants are: Cl[CH2:2][CH2:3][C:4]1[C:5]2[CH:19]=[C:18]([C:20]([CH3:33])([C:22]3[O:23][C:24]([C:27]4[CH:32]=[CH:31][CH:30]=[CH:29][CH:28]=4)=[N:25][N:26]=3)[CH3:21])[S:17][C:6]=2[NH:7][C:8]=1[C:9]1[CH:14]=[C:13]([CH3:15])[CH:12]=[C:11]([CH3:16])[CH:10]=1.C(N(C(C)C)CC)(C)C.[O:43]=[C:44]([N:52]1[CH2:56][CH2:55][CH2:54][CH2:53]1)[CH2:45][N:46]1[CH2:51][CH2:50][NH:49][CH2:48][CH2:47]1. (4) The reactants are: [F:1][C:2]([F:34])([F:33])[C:3]1[CH:4]=[C:5]([C@H:13]2[O:17][C:16](=[O:18])[N:15]([CH2:19][C:20]3[CH:27]=[C:26]([C:28]([F:31])([F:30])[F:29])[CH:25]=[CH:24][C:21]=3[CH:22]=[O:23])[C@H:14]2[CH3:32])[CH:6]=[C:7]([C:9]([F:12])([F:11])[F:10])[CH:8]=1.[BH4-].[Na+]. Given the product [F:34][C:2]([F:1])([F:33])[C:3]1[CH:4]=[C:5]([C@H:13]2[O:17][C:16](=[O:18])[N:15]([CH2:19][C:20]3[CH:27]=[C:26]([C:28]([F:29])([F:30])[F:31])[CH:25]=[CH:24][C:21]=3[CH2:22][OH:23])[C@H:14]2[CH3:32])[CH:6]=[C:7]([C:9]([F:10])([F:12])[F:11])[CH:8]=1, predict the reactants needed to synthesize it. (5) Given the product [Cl:15][CH2:16][CH2:17][CH2:18][CH2:19][C:20]([C:6]1[CH:5]=[C:4]2[C:9](=[CH:8][CH:7]=1)[CH2:1][CH:2]([NH:10][S:11]([CH3:14])(=[O:13])=[O:12])[CH2:3]2)=[O:21], predict the reactants needed to synthesize it. The reactants are: [CH2:1]1[C:9]2[C:4](=[CH:5][CH:6]=[CH:7][CH:8]=2)[CH2:3][CH:2]1[NH:10][S:11]([CH3:14])(=[O:13])=[O:12].[Cl:15][CH2:16][CH2:17][CH2:18][CH2:19][C:20](Cl)=[O:21]. (6) Given the product [F:18][C:2]([F:1])([F:17])[C:3]1[CH:15]=[C:14]2[C:6]([C:7]3[CH:8]=[C:9]([NH:16][C:28]([NH2:27])=[S:29])[CH:10]=[CH:11][C:12]=3[NH:13]2)=[CH:5][CH:4]=1, predict the reactants needed to synthesize it. The reactants are: [F:1][C:2]([F:18])([F:17])[C:3]1[CH:15]=[C:14]2[C:6]([C:7]3[CH:8]=[C:9]([NH2:16])[CH:10]=[CH:11][C:12]=3[NH:13]2)=[CH:5][CH:4]=1.C([N:27]=[C:28]=[S:29])(=O)C1C=CC=CC=1.C(NC(N)=S)C1C=CC=CC=1.[OH-].[Na+].Cl.